This data is from Forward reaction prediction with 1.9M reactions from USPTO patents (1976-2016). The task is: Predict the product of the given reaction. (1) Given the reactants [C:1]1([N+:7]2[N-:8]O[C:10](=O)[CH:11]=2)[CH:6]=[CH:5][CH:4]=[CH:3][CH:2]=1.[C:13]([O:21][CH2:22]C#C)(=[O:20])[C:14]1[CH:19]=[CH:18][CH:17]=[CH:16][CH:15]=1.[CH3:25]COC(C)=O.C1CCCCC1, predict the reaction product. The product is: [C:13]([O:21][CH2:22][C:10]1[CH:25]=[N:8][N:7]([C:1]2[CH:2]=[CH:3][CH:4]=[CH:5][CH:6]=2)[CH:11]=1)(=[O:20])[C:14]1[CH:19]=[CH:18][CH:17]=[CH:16][CH:15]=1. (2) Given the reactants [CH3:1]/[C:2](/[NH2:6])=[CH:3]\[C:4]#[N:5].[Cl:7][C:8]1[CH:9]=[C:10]([CH:12]=[CH:13][CH:14]=1)N.C(O)(=O)C, predict the reaction product. The product is: [Cl:7][C:8]1[CH:14]=[C:13]([NH:6][C:2]([CH3:1])=[CH:3][C:4]#[N:5])[CH:12]=[CH:10][CH:9]=1.